This data is from Full USPTO retrosynthesis dataset with 1.9M reactions from patents (1976-2016). The task is: Predict the reactants needed to synthesize the given product. (1) Given the product [Cl:1][C:2]1[C:3](=[O:32])[N:4]([CH2:34][CH2:35][CH3:36])[CH:5]=[C:6]([C:17]([N:19]2[CH2:24][CH2:23][CH:22]([C:25]3[CH:26]=[CH:27][C:28]([F:31])=[CH:29][CH:30]=3)[CH2:21][CH2:20]2)=[O:18])[C:7]=1[NH:8][C:9]1[CH:14]=[C:13]([Cl:15])[CH:12]=[CH:11][C:10]=1[CH3:16], predict the reactants needed to synthesize it. The reactants are: [Cl:1][C:2]1[C:3](=[O:32])[NH:4][CH:5]=[C:6]([C:17]([N:19]2[CH2:24][CH2:23][CH:22]([C:25]3[CH:30]=[CH:29][C:28]([F:31])=[CH:27][CH:26]=3)[CH2:21][CH2:20]2)=[O:18])[C:7]=1[NH:8][C:9]1[CH:14]=[C:13]([Cl:15])[CH:12]=[CH:11][C:10]=1[CH3:16].Br[CH2:34][CH2:35][CH3:36]. (2) Given the product [CH2:1]([O:8][C:9]1[C:30]([O:31][CH3:32])=[CH:29][C:12]2[C:13]3[N:18]([CH:19]([CH2:21][CH3:22])[CH2:20][C:11]=2[CH:10]=1)[CH:17]=[C:16]([C:23]([O:25][CH2:26][CH3:27])=[O:24])[C:15](=[O:28])[CH:14]=3)[C:2]1[CH:7]=[CH:6][CH:5]=[CH:4][CH:3]=1, predict the reactants needed to synthesize it. The reactants are: [CH2:1]([O:8][C:9]1[C:30]([O:31][CH3:32])=[CH:29][C:12]2[CH:13]3[N:18]([CH:19]([CH2:21][CH3:22])[CH2:20][C:11]=2[CH:10]=1)[CH:17]=[C:16]([C:23]([O:25][CH2:26][CH3:27])=[O:24])[C:15](=[O:28])[CH2:14]3)[C:2]1[CH:7]=[CH:6][CH:5]=[CH:4][CH:3]=1.C1(Cl)C(=O)C(Cl)=C(Cl)C(=O)C=1Cl. (3) Given the product [CH2:24]([N:12]([C:13]1[C:18]([Cl:19])=[CH:17][C:16]([C:20]([F:23])([F:22])[F:21])=[CH:15][N:14]=1)[S:9]([C:6]1[CH:7]=[CH:8][C:3]([CH2:2][NH:1][C:31](=[O:33])[CH3:32])=[CH:4][CH:5]=1)(=[O:11])=[O:10])[C:25]1[CH:26]=[CH:27][CH:28]=[CH:29][CH:30]=1, predict the reactants needed to synthesize it. The reactants are: [NH2:1][CH2:2][C:3]1[CH:8]=[CH:7][C:6]([S:9]([N:12]([CH2:24][C:25]2[CH:30]=[CH:29][CH:28]=[CH:27][CH:26]=2)[C:13]2[C:18]([Cl:19])=[CH:17][C:16]([C:20]([F:23])([F:22])[F:21])=[CH:15][N:14]=2)(=[O:11])=[O:10])=[CH:5][CH:4]=1.[C:31](Cl)(=[O:33])[CH3:32].